This data is from Reaction yield outcomes from USPTO patents with 853,638 reactions. The task is: Predict the reaction yield, written as a fraction of the theoretical maximum amount of product (1.0 means a 100% yield; for example, 0.34 means a 34% yield). (1) The reactants are [F:1][C:2]1[CH:9]=[CH:8][C:5]([CH2:6][NH2:7])=[CH:4][C:3]=1[C:10]1[CH:11]=[N:12][C:13]([C:16]([F:19])([F:18])[F:17])=[N:14][CH:15]=1.[F:20][C:21]1[CH:26]=[CH:25][C:24]([S:27]([N:30]([CH2:34][C:35](O)=[O:36])[CH:31]([CH3:33])[CH3:32])(=[O:29])=[O:28])=[CH:23][CH:22]=1.CN(C(ON1N=NC2C=CC=NC1=2)=[N+](C)C)C.F[P-](F)(F)(F)(F)F.C(N(CC)C(C)C)(C)C.OS([O-])(=O)=O.[K+]. The catalyst is C(Cl)Cl. The product is [F:20][C:21]1[CH:22]=[CH:23][C:24]([S:27]([N:30]([CH:31]([CH3:33])[CH3:32])[CH2:34][C:35]([NH:7][CH2:6][C:5]2[CH:8]=[CH:9][C:2]([F:1])=[C:3]([C:10]3[CH:15]=[N:14][C:13]([C:16]([F:19])([F:17])[F:18])=[N:12][CH:11]=3)[CH:4]=2)=[O:36])(=[O:28])=[O:29])=[CH:25][CH:26]=1. The yield is 0.350. (2) The reactants are [N:1]12[CH2:9][CH2:8][CH:5]([CH2:6][CH2:7]1)[NH:4][C:3](=O)[CH2:2]2.O1CCOCC1. The catalyst is O. The product is [N:1]12[CH2:9][CH2:8][CH:5]([CH2:6][CH2:7]1)[NH:4][CH2:3][CH2:2]2. The yield is 0.780.